Dataset: Drug-target binding data from BindingDB using IC50 measurements. Task: Regression. Given a target protein amino acid sequence and a drug SMILES string, predict the binding affinity score between them. We predict pIC50 (pIC50 = -log10(IC50 in M); higher means more potent). Dataset: bindingdb_ic50. The small molecule is CCCCNc1ncc(C(=O)NC2CCN(c3ncccn3)CC2)c(NC2CCC(O)CC2)n1. The target protein sequence is MAPSLSPGPAALRRAPQLLLLLLAAECALAALLPAREATQFLRPRQRRAFQVFEEAKQGHLERECVEELCSREEAREVFENDPETDYFYPRYLDCINKYGSPYTKNSGFATCVQNLPDQCTPNPCDRKGTQACQDLMGNFFCLCKAGWGGRLCDKDVNECSQENGGCLQICHNKPGSFHCSCHSGFELSSDGRTCQDIDECADSEACGEARCKNLPGSYSCLCDEGFAYSSQEKACRDVDECLQGRCEQVCVNSPGSYTCHCDGRGGLKLSQDMDTCELEAGWPCPRHRRDGSPAARPGRGAQGSRSEGHIPDRRGPRPWQDILPCVPFSVAKSVKSLYLGRMFSGTPVIRLRFKRLQPTRLVAEFDFRTFDPEGILLFAGGHQDSTWIVLALRAGRLELQLRYNGVGRVTSSGPVINHGMWQTISVEELARNLVIKVNRDAVMKIAVAGDLFQPERGLYHLNLTVGGIPFHEKDLVQPINPRLDGCMRSWNWLNGEDTT.... The pIC50 is 6.3.